Predict the product of the given reaction. From a dataset of Forward reaction prediction with 1.9M reactions from USPTO patents (1976-2016). (1) Given the reactants Br[C:2](F)(F)[C:3]([NH:5][CH2:6][C@H:7]1[C@H:13]([C:14]2[CH:19]=[CH:18][C:17]([Cl:20])=[C:16]([F:21])[CH:15]=2)[O:12][CH2:11][CH2:10][N:9](C(OC(C)(C)C)=O)[CH2:8]1)=[O:4].[NH:31]1[CH2:35][CH2:34][CH2:33][CH2:32]1.[I-].[K+].C(=O)([O-])[O-:39].[K+].[K+], predict the reaction product. The product is: [ClH:20].[Cl:20][C:17]1[CH:18]=[CH:19][C:14]([C@@H:13]2[O:12][CH2:11][CH2:10][NH:9][CH2:8][C@H:7]2[CH2:6][NH:5][C:3](=[O:4])[C:2](=[O:39])[N:31]2[CH2:35][CH2:34][CH2:33][CH2:32]2)=[CH:15][C:16]=1[F:21]. (2) The product is: [CH3:1][S:2]([CH2:3][CH2:4][CH2:5][CH2:6][O:7][C:8]1[C:17]2[C:16]([NH2:18])=[N:15][S:14](=[O:19])(=[O:20])[NH:13][C:12]=2[CH:11]=[CH:10][CH:9]=1)=[O:29]. Given the reactants [CH3:1][S:2][CH2:3][CH2:4][CH2:5][CH2:6][O:7][C:8]1[C:17]2[C:16]([NH2:18])=[N:15][S:14](=[O:20])(=[O:19])[NH:13][C:12]=2[CH:11]=[CH:10][CH:9]=1.C1C=C(Cl)C=C(C(OO)=[O:29])C=1, predict the reaction product. (3) The product is: [Cl:1][C:2]1[N:3]=[N:4][C:5]([Cl:17])=[CH:6][C:7]=1[N:8]1[CH2:13][CH2:12][CH:11]([CH2:14][CH2:15][O:16][C:19]2[CH:26]=[CH:25][C:22]([C:23]#[N:24])=[CH:21][CH:20]=2)[CH2:10][CH2:9]1. Given the reactants [Cl:1][C:2]1[N:3]=[N:4][C:5]([Cl:17])=[CH:6][C:7]=1[N:8]1[CH2:13][CH2:12][CH:11]([CH2:14][CH2:15][OH:16])[CH2:10][CH2:9]1.O[C:19]1[CH:26]=[CH:25][C:22]([C:23]#[N:24])=[CH:21][CH:20]=1.C1(P(C2C=CC=CC=2)C2C=CC=CC=2)C=CC=CC=1.N(C(OCC)=O)=NC(OCC)=O, predict the reaction product. (4) Given the reactants C1N2CN3CN(C2)C[N:2]1C3.[I-].[Na+].[CH2:13]([O:20][C:21]1[CH:26]=[CH:25][N:24]=[C:23]([CH2:27]Cl)[CH:22]=1)[C:14]1[CH:19]=[CH:18][CH:17]=[CH:16][CH:15]=1.Cl, predict the reaction product. The product is: [CH2:13]([O:20][C:21]1[CH:26]=[CH:25][N:24]=[C:23]([CH2:27][NH2:2])[CH:22]=1)[C:14]1[CH:19]=[CH:18][CH:17]=[CH:16][CH:15]=1. (5) Given the reactants Br[C:2]1[C:3]([F:21])=[C:4]([F:20])[C:5]([NH:12][C:13]2[CH:18]=[CH:17][CH:16]=[CH:15][C:14]=2[F:19])=[C:6]([CH:11]=1)[C:7]([O:9][CH3:10])=[O:8].[CH3:22][Si:23]([C:26]#[CH:27])([CH3:25])[CH3:24].N(C(C)C)C(C)C, predict the reaction product. The product is: [F:20][C:4]1[C:5]([NH:12][C:13]2[CH:18]=[CH:17][CH:16]=[CH:15][C:14]=2[F:19])=[C:6]([CH:11]=[C:2]([C:27]#[C:26][Si:23]([CH3:25])([CH3:24])[CH3:22])[C:3]=1[F:21])[C:7]([O:9][CH3:10])=[O:8].